Dataset: Reaction yield outcomes from USPTO patents with 853,638 reactions. Task: Predict the reaction yield, written as a fraction of the theoretical maximum amount of product (1.0 means a 100% yield; for example, 0.34 means a 34% yield). (1) The reactants are Br[C:2]1[CH:7]=[N:6][CH:5]=[C:4]2[N:8]([CH2:11][CH2:12][OH:13])[N:9]=[CH:10][C:3]=12.[F:14][C:15]1[CH:20]=[C:19](B2OC(C)(C)C(C)(C)O2)[CH:18]=[CH:17][C:16]=1[NH:30][C:31]([NH:33][C:34]1[CH:39]=[C:38]([C:40]([F:43])([F:42])[F:41])[CH:37]=[CH:36][C:35]=1[F:44])=[O:32].C1(C)C=CC=CC=1.C([O-])([O-])=O.[Na+].[Na+]. The catalyst is O.C(OCC)(=O)C.C1C=CC([P]([Pd]([P](C2C=CC=CC=2)(C2C=CC=CC=2)C2C=CC=CC=2)([P](C2C=CC=CC=2)(C2C=CC=CC=2)C2C=CC=CC=2)[P](C2C=CC=CC=2)(C2C=CC=CC=2)C2C=CC=CC=2)(C2C=CC=CC=2)C2C=CC=CC=2)=CC=1.CCO. The product is [F:14][C:15]1[CH:20]=[C:19]([C:2]2[CH:7]=[N:6][CH:5]=[C:4]3[N:8]([CH2:11][CH2:12][OH:13])[N:9]=[CH:10][C:3]=23)[CH:18]=[CH:17][C:16]=1[NH:30][C:31]([NH:33][C:34]1[CH:39]=[C:38]([C:40]([F:42])([F:43])[F:41])[CH:37]=[CH:36][C:35]=1[F:44])=[O:32]. The yield is 0.410. (2) The catalyst is Cl[Pd](Cl)([P](C1C=CC=CC=1)(C1C=CC=CC=1)C1C=CC=CC=1)[P](C1C=CC=CC=1)(C1C=CC=CC=1)C1C=CC=CC=1.O.C(OCC)(=O)C. The product is [C:40]([O:39][C:62]([N:60]([CH3:61])[C:14]1[CH:15]=[CH:16][C:17]([C:49]2[CH:57]=[CH:56][C:52]([C:53]([OH:55])=[O:54])=[CH:51][CH:50]=2)=[CH:18][CH:19]=1)=[O:63])([CH3:46])([CH3:45])[CH3:41]. The yield is 0.710. The reactants are [C:14]1(P([C:14]2[CH:19]=[CH:18][CH:17]=[CH:16][CH:15]=2)[C:14]2[CH:19]=[CH:18][CH:17]=[CH:16][CH:15]=2)[CH:19]=[CH:18][CH:17]=[CH:16][CH:15]=1.P([O-])([O-])([O-])=O.[K+].[K+].[K+].COC(=O)NC1C=CC(B2O[C:41](C)(C)[C:40]([CH3:46])([CH3:45])[O:39]2)=CC=1.I[C:49]1[CH:57]=[CH:56][C:52]([C:53]([OH:55])=[O:54])=[CH:51][CH:50]=1.Cl.C[N:60]([CH:62]=[O:63])[CH3:61]. (3) The reactants are Cl[C:2]([O:4][CH2:5][CH3:6])=[O:3].Cl.[Br:8][C:9]1[CH:10]=[CH:11][C:12]([F:17])=[C:13]([CH:16]=1)[CH2:14][NH2:15].C(N(C(C)C)CC)(C)C.C(OCC)C. The catalyst is ClCCl. The product is [CH2:5]([O:4][C:2](=[O:3])[NH:15][CH2:14][C:13]1[CH:16]=[C:9]([Br:8])[CH:10]=[CH:11][C:12]=1[F:17])[CH3:6]. The yield is 0.920.